This data is from Catalyst prediction with 721,799 reactions and 888 catalyst types from USPTO. The task is: Predict which catalyst facilitates the given reaction. Reactant: C(OC([C:8]1([CH2:11][CH2:12][N:13]([CH2:22][C:23]2[CH:28]=[CH:27][CH:26]=[CH:25][CH:24]=2)[CH2:14][C:15](OC(C)(C)C)=[O:16])[CH2:10][CH2:9]1)=O)(C)(C)C.[Li].S(=O)(=O)(O)O.C(OC(C1N(CC2C=CC=CC=2)CCC2(CC2)C=1O)=O)(C)(C)C.[OH-].[Na+].C([O-])(O)=O.[Na+].[ClH:65]. Product: [ClH:65].[CH2:22]([N:13]1[CH2:12][CH2:11][C:8]2([CH2:10][CH2:9]2)[C:15](=[O:16])[CH2:14]1)[C:23]1[CH:28]=[CH:27][CH:26]=[CH:25][CH:24]=1. The catalyst class is: 49.